Dataset: Full USPTO retrosynthesis dataset with 1.9M reactions from patents (1976-2016). Task: Predict the reactants needed to synthesize the given product. (1) The reactants are: [Cl:1][C:2]1[C:7]2[NH:8][C:9](=[O:11])[NH:10][C:6]=2[CH:5]=[C:4]([NH:12][C:13](=[O:53])[C@@H:14]([NH:35][C:36]([C@H:38]2[CH2:43][CH2:42][C@H:41]([CH2:44][NH:45]C(=O)OC(C)(C)C)[CH2:40][CH2:39]2)=[O:37])[CH2:15][C:16]2[CH:21]=[CH:20][C:19]([C:22]3[CH:27]=[CH:26][C:25]([C:28](=[O:33])[NH:29][CH:30]([CH3:32])[CH3:31])=[CH:24][C:23]=3[CH3:34])=[CH:18][CH:17]=2)[CH:3]=1.Cl. Given the product [ClH:1].[NH2:45][CH2:44][C@H:41]1[CH2:40][CH2:39][C@H:38]([C:36]([NH:35][C@H:14]([C:13]([NH:12][C:4]2[CH:3]=[C:2]([Cl:1])[C:7]3[NH:8][C:9](=[O:11])[NH:10][C:6]=3[CH:5]=2)=[O:53])[CH2:15][C:16]2[CH:17]=[CH:18][C:19]([C:22]3[CH:27]=[CH:26][C:25]([C:28]([NH:29][CH:30]([CH3:31])[CH3:32])=[O:33])=[CH:24][C:23]=3[CH3:34])=[CH:20][CH:21]=2)=[O:37])[CH2:43][CH2:42]1, predict the reactants needed to synthesize it. (2) Given the product [CH3:24][C:12]1[C:13]([C:15]2[CH:20]=[CH:19][C:18]([C:21]([NH:25][CH2:26][CH2:27][CH2:28][N:29]3[CH2:34][CH2:33][O:32][CH2:31][CH2:30]3)=[O:22])=[CH:17][CH:16]=2)=[CH:14][C:9]([NH:8][C:6]([C:3]2[CH:4]=[CH:5][O:1][CH:2]=2)=[O:7])=[CH:10][CH:11]=1, predict the reactants needed to synthesize it. The reactants are: [O:1]1[CH:5]=[CH:4][C:3]([C:6]([NH:8][C:9]2[CH:10]=[CH:11][C:12]([CH3:24])=[C:13]([C:15]3[CH:20]=[CH:19][C:18]([C:21](O)=[O:22])=[CH:17][CH:16]=3)[CH:14]=2)=[O:7])=[CH:2]1.[NH2:25][CH2:26][CH2:27][CH2:28][N:29]1[CH2:34][CH2:33][O:32][CH2:31][CH2:30]1.CN(C(ON1N=NC2C=CC=NC1=2)=[N+](C)C)C.F[P-](F)(F)(F)(F)F.C1C=CC2N(O)N=NC=2C=1.CCN(C(C)C)C(C)C. (3) The reactants are: Cl.Cl.[CH:3]1([N:7]2[CH2:12][CH2:11][NH:10][CH2:9][CH2:8]2)[CH2:6][CH2:5][CH2:4]1.C(N(C(C)C)C(C)C)C.[Cl:22][C:23]1[CH:28]=[C:27](Cl)[N:26]=[CH:25][N:24]=1.C(OCC)(=O)C. Given the product [Cl:22][C:23]1[CH:28]=[C:27]([N:10]2[CH2:11][CH2:12][N:7]([CH:3]3[CH2:6][CH2:5][CH2:4]3)[CH2:8][CH2:9]2)[N:26]=[CH:25][N:24]=1, predict the reactants needed to synthesize it. (4) Given the product [CH3:8][C:9]1[O:13][C:12]([C:14]2[CH:15]=[C:16]([CH3:20])[CH:17]=[CH:18][CH:19]=2)=[N:11][C:10]=1[CH2:21][O:22][C@H:23]1[CH2:28][CH2:27][CH2:26][C@@H:25]([O:29][CH2:30][C:31]2([C:32]([O:34][CH2:35][CH3:36])=[O:33])[CH2:4][CH2:37]2)[CH2:24]1, predict the reactants needed to synthesize it. The reactants are: [H-].[Na+].[I-].[CH3:4][S+](C)C.[CH3:8][C:9]1[O:13][C:12]([C:14]2[CH:15]=[C:16]([CH3:20])[CH:17]=[CH:18][CH:19]=2)=[N:11][C:10]=1[CH2:21][O:22][C@H:23]1[CH2:28][CH2:27][CH2:26][C@@H:25]([O:29][CH2:30][C:31](=[CH2:37])[C:32]([O:34][CH2:35][CH3:36])=[O:33])[CH2:24]1. (5) The reactants are: [F:1][C:2]1[CH:10]=[C:9]2[C:5]([CH2:6][C:7](=[O:27])[N:8]2[CH:11]2[CH2:16][CH2:15][N:14](C(OCC3C=CC=CC=3)=O)[CH2:13][CH2:12]2)=[CH:4][C:3]=1[C:28]([NH:30][CH3:31])=[O:29].O1CCCC1. Given the product [F:1][C:2]1[CH:10]=[C:9]2[C:5]([CH2:6][C:7](=[O:27])[N:8]2[CH:11]2[CH2:16][CH2:15][NH:14][CH2:13][CH2:12]2)=[CH:4][C:3]=1[C:28]([NH:30][CH3:31])=[O:29], predict the reactants needed to synthesize it. (6) Given the product [F:33][C:34]1[CH:39]=[C:38]([F:40])[CH:37]=[CH:36][C:35]=1[N:41]1[C:11]2[CH:10]=[C:9]3[CH2:8][CH2:7][C@H:6]4[C@H:15]([C@:14]3([CH3:16])[CH2:13][C:12]=2[CH:17]=[N:42]1)[C@H:2]([OH:1])[CH2:3][C@@:4]1([CH3:31])[C@@:22]2([CH2:21][CH2:20][C@H:5]41)[C:26]1([CH2:30][O:29][CH2:28][O:27]1)[O:25][CH2:24][O:23]2, predict the reactants needed to synthesize it. The reactants are: [OH:1][C@@H:2]1[C@H:15]2[C@@H:6]([CH2:7][CH2:8][C:9]3[C@:14]2([CH3:16])[CH2:13][CH:12]([CH:17]=O)[C:11](=O)[CH:10]=3)[C@@H:5]2[CH2:20][CH2:21][C@:22]3([C:26]4([CH2:30][O:29][CH2:28][O:27]4)[O:25][CH2:24][O:23]3)[C@@:4]2([CH3:31])[CH2:3]1.Cl.[F:33][C:34]1[CH:39]=[C:38]([F:40])[CH:37]=[CH:36][C:35]=1[NH:41][NH2:42].C([O-])(=O)C.[K+].